From a dataset of Reaction yield outcomes from USPTO patents with 853,638 reactions. Predict the reaction yield, written as a fraction of the theoretical maximum amount of product (1.0 means a 100% yield; for example, 0.34 means a 34% yield). (1) The reactants are [O:1]1[C:5]2[CH:6]=[CH:7][C:8]([C:10]3([C:13]([NH:15][C:16]4[CH:21]=[CH:20][C:19]([CH2:22][C:23]#[N:24])=[C:18](Br)[CH:17]=4)=[O:14])[CH2:12][CH2:11]3)=[CH:9][C:4]=2[O:3][CH2:2]1.[CH3:26][N:27]([CH3:39])[C:28]([C:30]1[CH:35]=[CH:34][C:33](B(O)O)=[CH:32][CH:31]=1)=[O:29].C([O-])([O-])=O.[K+].[K+]. The catalyst is CN(C)C=O. The product is [O:1]1[C:5]2[CH:6]=[CH:7][C:8]([C:10]3([C:13]([NH:15][C:16]4[CH:21]=[CH:20][C:19]([CH2:22][C:23]#[N:24])=[C:18]([C:33]5[CH:34]=[CH:35][C:30]([C:28]([N:27]([CH3:39])[CH3:26])=[O:29])=[CH:31][CH:32]=5)[CH:17]=4)=[O:14])[CH2:12][CH2:11]3)=[CH:9][C:4]=2[O:3][CH2:2]1. The yield is 0.200. (2) The reactants are [OH:1][C:2]1[CH:7]=[CH:6][C:5]([C:8](=[C:20]2[CH2:25][C:24]([CH3:27])([CH3:26])[CH2:23][C:22]([CH3:29])([CH3:28])[CH2:21]2)[C:9]2[CH:14]=[CH:13][C:12]([CH2:15][C:16](OC)=[O:17])=[CH:11][CH:10]=2)=[CH:4][CH:3]=1.[H-].[H-].[H-].[H-].[Li+].[Al+3].CCOC(C)=O.Cl. The catalyst is C1COCC1. The product is [OH:17][CH2:16][CH2:15][C:12]1[CH:13]=[CH:14][C:9]([C:8](=[C:20]2[CH2:21][C:22]([CH3:29])([CH3:28])[CH2:23][C:24]([CH3:27])([CH3:26])[CH2:25]2)[C:5]2[CH:6]=[CH:7][C:2]([OH:1])=[CH:3][CH:4]=2)=[CH:10][CH:11]=1. The yield is 0.910. (3) The reactants are Cl[CH2:2][CH2:3][CH2:4][C:5]([C:7]1[CH:12]=[CH:11][CH:10]=[CH:9][CH:8]=1)=[O:6].[N-:13]=[N+:14]=[N-:15].[Na+].O. The catalyst is CS(C)=O. The product is [N:13]([CH2:2][CH2:3][CH2:4][C:5]([C:7]1[CH:12]=[CH:11][CH:10]=[CH:9][CH:8]=1)=[O:6])=[N+:14]=[N-:15]. The yield is 0.990. (4) The reactants are [N:1]1[CH:6]=[CH:5][CH:4]=[C:3]([CH2:7][OH:8])[CH:2]=1.[N:9]1([C:14](N2C=CN=C2)=[O:15])[CH:13]=[CH:12][N:11]=[CH:10]1. The catalyst is C(Cl)Cl. The product is [N:9]1([C:14]([O:8][CH2:7][C:3]2[CH:2]=[N:1][CH:6]=[CH:5][CH:4]=2)=[O:15])[CH:13]=[CH:12][N:11]=[CH:10]1. The yield is 0.810. (5) The reactants are [F:1][C:2]1[CH:7]=[C:6](F)[C:5]([F:9])=[CH:4][C:3]=1[N+:10]([O-:12])=[O:11].[F:13][C:14]1[CH:15]=[C:16]([CH:19]=[CH:20][CH:21]=1)[CH2:17][OH:18]. No catalyst specified. The product is [F:9][C:5]1[CH:4]=[C:3]([N+:10]([O-:12])=[O:11])[C:2]([F:1])=[CH:7][C:6]=1[O:18][CH2:17][C:16]1[CH:19]=[CH:20][CH:21]=[C:14]([F:13])[CH:15]=1. The yield is 0.550. (6) The reactants are [C:1]([C:5]1[CH:6]=[C:7]2[C:12](=[C:13](F)[CH:14]=1)[C:11](=[O:16])[N:10]([CH2:17]C1C=CC(C3C=CN=C4NC(C5C=NN(C)C=5)=NC=34)=CC=1F)N=[CH:8]2)([CH3:4])([CH3:3])[CH3:2].C(C1C=C2C(=CC=1)C(=O)NCC2)(C)(C)C.[Br:55][C:56]1[CH:63]=[CH:62][C:59]([CH2:60]Br)=[CH:58][CH:57]=1.C(=O)([O-])[O-].[Cs+].[Cs+].C(#N)C. No catalyst specified. The product is [Br:55][C:56]1[CH:63]=[CH:62][C:59]([CH2:60][N:10]2[CH2:17][CH2:8][C:7]3[C:12](=[CH:13][CH:14]=[C:5]([C:1]([CH3:2])([CH3:4])[CH3:3])[CH:6]=3)[C:11]2=[O:16])=[CH:58][CH:57]=1. The yield is 0.450. (7) The reactants are [H-].[Na+].[CH2:3]([C:10]1[C:14]2[C:15]([O:19][CH2:20][C:21]3[CH:26]=[CH:25][C:24]([Cl:27])=[CH:23][CH:22]=3)=[N:16][CH:17]=[CH:18][C:13]=2[NH:12][C:11]=1[CH3:28])[C:4]1[CH:9]=[CH:8][CH:7]=[CH:6][CH:5]=1.I[CH3:30]. The catalyst is CN(C)C=O.C(OCC)(=O)C. The product is [ClH:27].[CH2:3]([C:10]1[C:14]2[C:15]([O:19][CH2:20][C:21]3[CH:22]=[CH:23][C:24]([Cl:27])=[CH:25][CH:26]=3)=[N:16][CH:17]=[CH:18][C:13]=2[N:12]([CH3:30])[C:11]=1[CH3:28])[C:4]1[CH:5]=[CH:6][CH:7]=[CH:8][CH:9]=1. The yield is 0.571. (8) The reactants are Br[C:2]1[CH:7]=[C:6]([CH3:8])[CH:5]=[C:4]([Br:9])[N:3]=1.[CH3:10][O:11][C:12]1[CH:30]=[CH:29][C:15]([CH2:16][N:17]2[CH:21]=[C:20]([C:22]3[CH:27]=[CH:26][N:25]=[C:24]([NH2:28])[CH:23]=3)[CH:19]=[N:18]2)=[CH:14][CH:13]=1.CC(C)([O-])C.[Na+]. The catalyst is O1CCOCC1.[Pd](Cl)Cl.C(P(C(C)(C)C)[C-]1C=CC=C1)(C)(C)C.[C-]1(P(C(C)(C)C)C(C)(C)C)C=CC=C1.[Fe+2]. The product is [Br:9][C:4]1[N:3]=[C:2]([NH:28][C:24]2[CH:23]=[C:22]([C:20]3[CH:19]=[N:18][N:17]([CH2:16][C:15]4[CH:29]=[CH:30][C:12]([O:11][CH3:10])=[CH:13][CH:14]=4)[CH:21]=3)[CH:27]=[CH:26][N:25]=2)[CH:7]=[C:6]([CH3:8])[CH:5]=1. The yield is 0.361. (9) The reactants are [C:1]([C:5]1[CH:9]=[C:8]([NH:10][C:11]([NH:13][C@@H:14]2[C:23]3[C:18](=[CH:19][CH:20]=[CH:21][CH:22]=3)[C@H:17]([O:24][C:25]3[CH:26]=[CH:27][C:28]4[N:29]([C:31]([N:34]5[C@H:39]([CH3:40])[CH2:38][CH2:37][CH2:36][C@@H:35]5[CH3:41])=[N:32][N:33]=4)[CH:30]=3)[CH2:16][CH2:15]2)=[O:12])[N:7]([C:42]2[CH:43]=[C:44]([CH:51]=[CH:52][CH:53]=2)[CH2:45][O:46]S(C)(=O)=O)[N:6]=1)([CH3:4])([CH3:3])[CH3:2].[NH:54]1[CH2:58][CH2:57][CH2:56][CH2:55]1.C1C[O:62]CC1. No catalyst specified. The product is [CH:45]([OH:46])=[O:62].[C:1]([C:5]1[CH:9]=[C:8]([NH:10][C:11]([NH:13][C@@H:14]2[C:23]3[C:18](=[CH:19][CH:20]=[CH:21][CH:22]=3)[C@H:17]([O:24][C:25]3[CH:26]=[CH:27][C:28]4[N:29]([C:31]([N:34]5[C@H:35]([CH3:41])[CH2:36][CH2:37][CH2:38][C@@H:39]5[CH3:40])=[N:32][N:33]=4)[CH:30]=3)[CH2:16][CH2:15]2)=[O:12])[N:7]([C:42]2[CH:53]=[CH:52][CH:51]=[C:44]([CH2:45][N:54]3[CH2:58][CH2:57][CH2:56][CH2:55]3)[CH:43]=2)[N:6]=1)([CH3:2])([CH3:4])[CH3:3]. The yield is 0.240.